Dataset: Reaction yield outcomes from USPTO patents with 853,638 reactions. Task: Predict the reaction yield, written as a fraction of the theoretical maximum amount of product (1.0 means a 100% yield; for example, 0.34 means a 34% yield). The reactants are O=[C:2]([C:7]1[CH:12]=[CH:11][CH:10]=[CH:9][CH:8]=1)[CH2:3][CH2:4][C:5]#[N:6].[F:13][C:14]1[CH:23]=[CH:22][C:21]([F:24])=[CH:20][C:15]=1[C:16](=[S:19])[NH:17][NH2:18]. The catalyst is C(O)C. The product is [F:13][C:14]1[CH:23]=[CH:22][C:21]([F:24])=[CH:20][C:15]=1[C:16]1[S:19][C:2]([CH2:3][CH2:4][C:5]#[N:6])([C:7]2[CH:12]=[CH:11][CH:10]=[CH:9][CH:8]=2)[NH:18][N:17]=1. The yield is 0.550.